This data is from Catalyst prediction with 721,799 reactions and 888 catalyst types from USPTO. The task is: Predict which catalyst facilitates the given reaction. (1) Reactant: [H-].[Na+].Cl.[NH:4]1[CH2:7][CH:6]([C:8]2[O:12][N:11]=[C:10]([C:13]3[N:18]=[C:17]([N:19]([CH3:26])[C:20]4[CH:25]=[CH:24][CH:23]=[CH:22][CH:21]=4)[N:16]=[C:15]([NH2:27])[N:14]=3)[N:9]=2)[CH2:5]1.[F:28][C:29]([F:40])([F:39])[CH2:30]OS(C(F)(F)F)(=O)=O. Product: [CH3:26][N:19]([C:20]1[CH:25]=[CH:24][CH:23]=[CH:22][CH:21]=1)[C:17]1[N:16]=[C:15]([NH2:27])[N:14]=[C:13]([C:10]2[N:9]=[C:8]([CH:6]3[CH2:5][N:4]([CH2:30][C:29]([F:40])([F:39])[F:28])[CH2:7]3)[O:12][N:11]=2)[N:18]=1. The catalyst class is: 31. (2) Reactant: [Br:1][C:2]1[CH:3]=[CH:4][C:5]([CH2:19][CH3:20])=[C:6]([CH:18]=1)[CH:7]=[C:8]1[C:12]([CH3:14])([CH3:13])[O:11][C:10]([CH3:16])([CH3:15])[C:9]1=[O:17].[OH:21]O.[OH-].[Li+]. Product: [Br:1][C:2]1[CH:3]=[CH:4][C:5]([CH2:19][CH3:20])=[C:6]([CH:7]2[C:8]3([C:9](=[O:17])[C:10]([CH3:15])([CH3:16])[O:11][C:12]3([CH3:13])[CH3:14])[O:21]2)[CH:18]=1. The catalyst class is: 5. (3) The catalyst class is: 2. Reactant: [CH2:1]([O:3][C:4]([C:6]1[CH:11]=[CH:10][CH:9]=[CH:8][C:7]=1[CH2:12][C:13]([OH:15])=O)=[O:5])[CH3:2].N1C=CC=CC=1.C(Cl)(=O)C([Cl:25])=O. Product: [Cl:25][C:13](=[O:15])[CH2:12][C:7]1[CH:8]=[CH:9][CH:10]=[CH:11][C:6]=1[C:4]([O:3][CH2:1][CH3:2])=[O:5]. (4) Reactant: Cl.[CH2:2]([NH:4][C:5]([N:7]1[CH2:11][C:10]([CH3:13])([CH3:12])[CH:9]=[N:8]1)=[NH:6])[CH3:3].CCN(C(C)C)C(C)C.[Cl:23][C:24]1[CH:25]=[C:26]([S:30](Cl)(=[O:32])=[O:31])[CH:27]=[CH:28][CH:29]=1. The catalyst class is: 2. Product: [Cl:23][C:24]1[CH:25]=[C:26]([S:30]([N:6]=[C:5]([N:7]2[CH2:11][C:10]([CH3:12])([CH3:13])[CH:9]=[N:8]2)[NH:4][CH2:2][CH3:3])(=[O:32])=[O:31])[CH:27]=[CH:28][CH:29]=1. (5) Reactant: [CH3:1][O:2][C:3]1[CH:8]=[CH:7][C:6]([C:9](=[O:14])[CH2:10][C:11](=O)[CH3:12])=[CH:5][CH:4]=1.C([O-])(=O)C.[NH4+:19]. Product: [NH2:19][C:11]([CH3:12])=[CH:10][C:9]([C:6]1[CH:7]=[CH:8][C:3]([O:2][CH3:1])=[CH:4][CH:5]=1)=[O:14]. The catalyst class is: 5. (6) Reactant: [F:1][C:2]1[CH:7]=[C:6](/[CH:8]=[CH:9]/[C:10]([O:12][CH3:13])=[O:11])[CH:5]=[C:4]([F:14])[C:3]=1[CH:15]([OH:20])S([O-])(=O)=O.[Na+].C(=O)([O-])[O-].[K+].[K+].O. Product: [F:1][C:2]1[CH:7]=[C:6](/[CH:8]=[CH:9]/[C:10]([O:12][CH3:13])=[O:11])[CH:5]=[C:4]([F:14])[C:3]=1[CH:15]=[O:20]. The catalyst class is: 13. (7) Reactant: [OH-].[Na+].[OH:3][C:4]1[CH:9]=[CH:8][C:7]([C:10]([C:13]2C=CC(O)=CC=2)([CH3:12])[CH3:11])=[CH:6][CH:5]=1. Product: [C:10]([C:7]1[CH:6]=[CH:5][C:4]([OH:3])=[CH:9][CH:8]=1)([CH3:13])([CH3:11])[CH3:12]. The catalyst class is: 2. (8) Reactant: [N:1]1([C:7]2[CH:8]=[C:9]3[CH:15]=[CH:14][NH:13][C:10]3=[CH:11][N:12]=2)[CH2:6][CH2:5][NH:4][CH2:3][CH2:2]1.Br[CH2:17][CH2:18][C@H:19]1[C:27]2[C:22](=[CH:23][CH:24]=[CH:25][CH:26]=2)[N:21]([C:28]([NH2:30])=[O:29])[CH2:20]1. Product: [NH:13]1[C:10]2=[CH:11][N:12]=[C:7]([N:1]3[CH2:2][CH2:3][N:4]([CH2:17][CH2:18][C@H:19]4[C:27]5[C:22](=[CH:23][CH:24]=[CH:25][CH:26]=5)[N:21]([C:28]([NH2:30])=[O:29])[CH2:20]4)[CH2:5][CH2:6]3)[CH:8]=[C:9]2[CH:15]=[CH:14]1. The catalyst class is: 16.